Dataset: Reaction yield outcomes from USPTO patents with 853,638 reactions. Task: Predict the reaction yield, written as a fraction of the theoretical maximum amount of product (1.0 means a 100% yield; for example, 0.34 means a 34% yield). (1) The reactants are [Cl:1][C:2]1[C:3]([N+:12]([O-:14])=[O:13])=[CH:4][C:5]([CH3:11])=[C:6]([CH:10]=1)[C:7]([OH:9])=[O:8].S(Cl)(Cl)=O.[CH3:19]O. No catalyst specified. The product is [Cl:1][C:2]1[C:3]([N+:12]([O-:14])=[O:13])=[CH:4][C:5]([CH3:11])=[C:6]([CH:10]=1)[C:7]([O:9][CH3:19])=[O:8]. The yield is 0.920. (2) The reactants are I[CH2:2][C@@H:3]([CH3:17])[CH2:4][N:5]1[C:10]2[CH:11]=[C:12]([CH3:15])[CH:13]=[CH:14][C:9]=2[O:8][CH2:7][C:6]1=[O:16].[CH2:18]([O:21][CH:22]1[CH2:27][CH2:26][NH:25][CH2:24][CH2:23]1)[CH2:19][CH3:20].CCN(CC)CC. The catalyst is C(Cl)Cl.CC(C)=O.CO. The product is [CH3:15][C:12]1[CH:13]=[CH:14][C:9]2[O:8][CH2:7][C:6](=[O:16])[N:5]([CH2:4][C@H:3]([CH3:17])[CH2:2][N:25]3[CH2:26][CH2:27][CH:22]([O:21][CH2:18][CH2:19][CH3:20])[CH2:23][CH2:24]3)[C:10]=2[CH:11]=1. The yield is 0.830. (3) The reactants are [NH2:1][C:2]1[S:3][C:4]([CH3:10])=[C:5]([CH3:9])[C:6]=1[C:7]#[N:8].[C:11]([N:19]=[C:20]=[O:21])(=[O:18])[C:12]1[CH:17]=[CH:16][CH:15]=[CH:14][CH:13]=1. The catalyst is O1CCOCC1. The product is [C:7]([C:6]1[C:5]([CH3:9])=[C:4]([CH3:10])[S:3][C:2]=1[NH:1][C:20]([NH:19][C:11](=[O:18])[C:12]1[CH:13]=[CH:14][CH:15]=[CH:16][CH:17]=1)=[O:21])#[N:8]. The yield is 0.847. (4) The reactants are [CH2:1]([O:3][C:4](=[O:22])[CH2:5][NH:6][CH2:7][CH2:8][NH:9][S:10]([C:13]1[S:14][C:15]2[CH:21]=[CH:20][CH:19]=[CH:18][C:16]=2[N:17]=1)(=[O:12])=[O:11])[CH3:2].[CH3:23][O:24][C:25]1[CH:48]=[CH:47][C:28]([CH2:29][O:30][C:31]([NH:33][C:34]2[N:42]=[CH:41][N:40]=[C:39]3[C:35]=2[N:36]=[CH:37][N:38]3[CH2:43][C:44](O)=[O:45])=[O:32])=[CH:27][CH:26]=1.CN(C(ON1N=NC2C=CC=CC1=2)=[N+](C)C)C.F[P-](F)(F)(F)(F)F.C(N(C(C)C)CC)(C)C.Cl. The catalyst is CN(C=O)C. The product is [CH2:1]([O:3][C:4](=[O:22])[CH2:5][N:6]([CH2:7][CH2:8][NH:9][S:10]([C:13]1[S:14][C:15]2[CH:21]=[CH:20][CH:19]=[CH:18][C:16]=2[N:17]=1)(=[O:12])=[O:11])[C:44](=[O:45])[CH2:43][N:38]1[CH:37]=[N:36][C:35]2[C:39]1=[N:40][CH:41]=[N:42][C:34]=2[NH:33][C:31]([O:30][CH2:29][C:28]1[CH:47]=[CH:48][C:25]([O:24][CH3:23])=[CH:26][CH:27]=1)=[O:32])[CH3:2]. The yield is 0.970. (5) The catalyst is CO. The yield is 0.930. The product is [Cl:1][C:2]1[CH:3]=[CH:4][C:5]([C@H:8]2[N:15]3[C:11]([S:12][C:13]([C:19]([N:21]4[C@H:41]([CH3:42])[CH2:40][CH2:39][C@H:22]4[C:23]([N:25]4[CH2:29][C@@H:28]([F:30])[C@H:27]([NH2:31])[CH2:26]4)=[O:24])=[O:20])=[C:14]3[CH:16]([CH3:18])[CH3:17])=[N:10][C@:9]2([C:44]2[CH:45]=[CH:46][C:47]([Cl:50])=[CH:48][CH:49]=2)[CH3:43])=[CH:6][CH:7]=1. The reactants are [Cl:1][C:2]1[CH:7]=[CH:6][C:5]([C@H:8]2[N:15]3[C:11]([S:12][C:13]([C:19]([N:21]4[C@H:41]([CH3:42])[CH2:40][CH2:39][C@H:22]4[C:23]([N:25]4[CH2:29][C@@H:28]([F:30])[C@H:27]([NH:31]C(=O)OC(C)(C)C)[CH2:26]4)=[O:24])=[O:20])=[C:14]3[CH:16]([CH3:18])[CH3:17])=[N:10][C@:9]2([C:44]2[CH:49]=[CH:48][C:47]([Cl:50])=[CH:46][CH:45]=2)[CH3:43])=[CH:4][CH:3]=1.Cl.O1CCOCC1. (6) The reactants are Br[C:2]1[CH:7]=[CH:6][C:5]([OH:8])=[C:4]([C:9]([N:11]2[CH2:19][C:18]3[C:13](=[CH:14][CH:15]=[CH:16][CH:17]=3)[CH2:12]2)=[O:10])[CH:3]=1.[F:20][C:21]([F:32])([F:31])[C:22]1[CH:27]=[CH:26][CH:25]=[CH:24][C:23]=1B(O)O.N#N. The catalyst is COCCOC.C1C=CC(P(C2C=CC=CC=2)[C-]2C=CC=C2)=CC=1.C1C=CC(P(C2C=CC=CC=2)[C-]2C=CC=C2)=CC=1.Cl[Pd]Cl.[Fe+2]. The product is [CH2:12]1[C:13]2[C:18](=[CH:17][CH:16]=[CH:15][CH:14]=2)[CH2:19][N:11]1[C:9]([C:4]1[CH:3]=[C:2]([C:23]2[CH:24]=[CH:25][CH:26]=[CH:27][C:22]=2[C:21]([F:32])([F:31])[F:20])[CH:7]=[CH:6][C:5]=1[OH:8])=[O:10]. The yield is 0.690. (7) The reactants are C[O:2][C:3]1[CH:8]=[CH:7][C:6]([C:9]2([C:12]([O:14][CH3:15])=[O:13])[CH2:11][CH2:10]2)=[CH:5][CH:4]=1.CCS.[Al+3].[Cl-].[Cl-].[Cl-]. The catalyst is ClCCl. The product is [CH3:15][O:14][C:12]([C:9]1([C:6]2[CH:5]=[CH:4][C:3]([OH:2])=[CH:8][CH:7]=2)[CH2:10][CH2:11]1)=[O:13]. The yield is 0.950. (8) The reactants are [CH3:1][C:2](=[CH:5][C:6]1[CH:11]=[CH:10][C:9]([CH3:12])=[CH:8][CH:7]=1)[CH2:3]O.P(Br)(Br)[Br:14].O. The catalyst is C(OC(C)C)(C)C. The product is [Br:14][CH2:3][C:2]([CH3:1])=[CH:5][C:6]1[CH:11]=[CH:10][C:9]([CH3:12])=[CH:8][CH:7]=1. The yield is 0.800.